This data is from Catalyst prediction with 721,799 reactions and 888 catalyst types from USPTO. The task is: Predict which catalyst facilitates the given reaction. (1) Reactant: CCN(C(C)C)C(C)C.[F:10][C:11]([F:38])([F:37])[C:12]1[N:16]2[N:17]=[C:18]([N:21]3[CH2:26][CH2:25][CH:24]([O:27][C:28]4[CH:36]=[CH:35][C:31]([C:32](O)=[O:33])=[CH:30][CH:29]=4)[CH2:23][CH2:22]3)[CH:19]=[CH:20][C:15]2=[N:14][N:13]=1.[CH3:39][NH:40][CH2:41][CH2:42][OH:43].CN(C(ON1N=NC2C=CC=NC1=2)=[N+](C)C)C.F[P-](F)(F)(F)(F)F. Product: [OH:43][CH2:42][CH2:41][N:40]([CH3:39])[C:32](=[O:33])[C:31]1[CH:30]=[CH:29][C:28]([O:27][CH:24]2[CH2:23][CH2:22][N:21]([C:18]3[CH:19]=[CH:20][C:15]4[N:16]([C:12]([C:11]([F:37])([F:10])[F:38])=[N:13][N:14]=4)[N:17]=3)[CH2:26][CH2:25]2)=[CH:36][CH:35]=1. The catalyst class is: 3. (2) Reactant: [OH:1][NH:2][C:3](=[NH:28])[C:4]1[CH:9]=[CH:8][C:7]([O:10][C@H:11]2[CH2:16][CH2:15][C@H:14]([C:17]([N:19]3[CH2:24][CH2:23][N:22]([CH:25]([CH3:27])[CH3:26])[CH2:21][CH2:20]3)=[O:18])[CH2:13][CH2:12]2)=[CH:6][CH:5]=1.[H-].[Na+].[C:31](OC)(=O)[CH3:32]. Product: [CH:25]([N:22]1[CH2:21][CH2:20][N:19]([C:17]([C@H:14]2[CH2:15][CH2:16][C@H:11]([O:10][C:7]3[CH:8]=[CH:9][C:4]([C:3]4[N:28]=[C:31]([CH3:32])[O:1][N:2]=4)=[CH:5][CH:6]=3)[CH2:12][CH2:13]2)=[O:18])[CH2:24][CH2:23]1)([CH3:26])[CH3:27]. The catalyst class is: 1. (3) Reactant: [N:1]([O-])=O.[Na+].[Cl:5][C:6]1[CH:12]=[CH:11][C:9]([NH2:10])=[CH:8][CH:7]=1.[N+:13]([O-:16])([OH:15])=[O:14]. Product: [N+:13]([O-:16])([O-:15])=[O:14].[Cl:5][C:6]1[CH:12]=[CH:11][C:9]([N+:10]#[N:1])=[CH:8][CH:7]=1. The catalyst class is: 6.